Dataset: Experimentally validated miRNA-target interactions with 360,000+ pairs, plus equal number of negative samples. Task: Binary Classification. Given a miRNA mature sequence and a target amino acid sequence, predict their likelihood of interaction. (1) The miRNA is mmu-miR-669m-5p with sequence UGUGUGCAUGUGCAUGUGUGUAU. The protein sequence of the target gene is MGDMKTPDFDDLLAAFDIPDPTSLDAKEAIQAPSEENESPLKSSGMCIDENVSLSHSGSAPDVPAVSVIVKNTSRQESFEAEKDHIAPSLLHNGFRGSDLPPDSHHCGKFDSTFINGDSARSFTSKLEPSKSEPLPTFNQFSPISSPEPEDPVKDNGFGIKSKHSDSYFPPPPGTVGGPVLEALSKFPVPELHMFDHFCKKEPKPEPLPLESQQEHEQGGQKVVEPHKDLDSSRFFGEALEFNSHPSNSIGEPKKLAPELSACSSVPPRQRLKPAHSKLSSCVAALVALQAKRVANVTKE.... Result: 0 (no interaction). (2) The miRNA is hsa-miR-33b-3p with sequence CAGUGCCUCGGCAGUGCAGCCC. The protein sequence of the target gene is MDQTQHPSKAAQPLRSEKTRHCDGFRIFLAALSFSYICKALGGVIMKSSITQIERRFDIPSSISGLIDGGFEIGNLLVIVFVSYFGSKLHRPKLIGTGCFIMGIGSILTALPHFFMGYYRYATENDISSLHNSTLTCLVNQTTSLTGTSPEIMEKGCEKGSNSYTWIYVLMGNMLRGIGETPIVPLGVSYIDDFAKEGNSSMYLGTLHTIAMIGPILGFIMSSVFAKLYVDVGYVDLRSVRITPQDARWVGAWWLGFIVNGLLCIICSIPFFFLPKIPKRSQKERKNSASLHVLKTDEDK.... Result: 0 (no interaction). (3) The miRNA is hsa-miR-4768-5p with sequence AUUCUCUCUGGAUCCCAUGGAU. The protein sequence of the target gene is MQNYKYDKAIVPESKNGGSPALNNNPRRSGSKRVLLICLDLFCLFMAGLPFLIIETSTIKPYHRGFYCNDESIKYPLKTGETINDAVLCAVGIVIAILAIITGEFYRIYYLKKSRSTIQNPYVAALYKQVGCFLFGCAISQSFTDIAKVSIGRLRPHFLSVCNPDFSQINCSEGYIQNYRCRGDDSKVQEARKSFFSGHASFSMYTMLYLVLYLQARFTWRGARLLRPLLQFTLIMMAFYTGLSRVSDHKHHPSDVLAGFAQGALVACCIVFFVSDLFKTKTTLSLPAPAIRKEILSPVD.... Result: 1 (interaction). (4) The miRNA is hsa-miR-30b-5p with sequence UGUAAACAUCCUACACUCAGCU. The protein sequence of the target gene is MFLGALWLLLLLPLRPPGAQGQEADEPTPWPSVKGLKEQLRKAGALSKRYWELFSCTLWPDHCEDQETPVPPLGWSLPLWGRRSLDVLTAWLCRFQDCCSGGGDCRISNNLTGLESDLRVRLHGQHLASKLVLRAVKGYLEMPQVGKALALSFHGWSGTGKNFLARILMDNLYRDGMRSDCVKMFISTFHFPHPKYVDTYKEELQRQMQETQWRCHQSTFVFDEAEKLHPGLLELLEPYLEPRSPEARGVEAPRAIFLFLSNLGGSVINEVVLSLLKAGWSREEITTQHLEVPLQAEIME.... Result: 0 (no interaction). (5) The miRNA is hsa-miR-5701 with sequence UUAUUGUCACGUUCUGAUU. The protein sequence of the target gene is MEATLEQHLEDTMKNPSIVGVLCTDSQGLNLGCRGTLSDEHAGVISVLAQQAAKLTSDPTDIPVVCLESDNGNIMIQKHDGITVAVHKMAS. Result: 0 (no interaction). (6) The miRNA is hsa-miR-342-5p with sequence AGGGGUGCUAUCUGUGAUUGA. The protein sequence of the target gene is MPEETQTQDQPMEEEEVETFAFQAEIAQLMSLIINTFYSNKEIFLRELISNSSDALDKIRYESLTDPSKLDSGKELHINLIPNKQDRTLTIVDTGIGMTKADLINNLGTIAKSGTKAFMEALQAGADISMIGQFGVGFYSAYLVAEKVTVITKHNDDEQYAWESSAGGSFTVRTDTGEPMGRGTKVILHLKEDQTEYLEERRIKEIVKKHSQFIGYPITLFVEKERDKEVSDDEAEEKEEKEEEKEKEEKESDDKPEIEDVGSDEEEEEKKDGDKKKKKKIKEKYIDQEELNKTKPIWTR.... Result: 0 (no interaction). (7) The miRNA is hsa-miR-1238-3p with sequence CUUCCUCGUCUGUCUGCCCC. The protein sequence of the target gene is MALQSQASEEAKGPWQEADQEQQEPVGSPEPESEPEPEPEPEPVPVPPPEPQPEPQPLPDPAPLPELEFESERVHEPEPTPTVETRGTARGFQPPEGGFGWVVVFAATWCNGSIFGIHNSVGILYSMLLEEEKEKNRQVEFQAAWVGALAMGMIFFCSPIVSIFTDRLGCRITATAGAAVAFIGLHTSSFTSSLSLRYFTYGILFGCGCSFAFQPSLVILGHYFQRRLGLANGVVSAGSSIFSMSFPFLIRMLGDKIKLAQTFQVLSTFMFVLMLLSLTYRPLLPSSQDTPSKRGVRTLH.... Result: 0 (no interaction). (8) The miRNA is rno-miR-429 with sequence UAAUACUGUCUGGUAAUGCCGU. The protein sequence of the target gene is MLATRRLLGWSLPARVSVRFSGDTTAPKKTSFGSLKDEDRIFTNLYGRHDWRLKGSLSRGDWYKTKEILLKGPDWILGEIKTSGLRGRGGAGFPTGLKWSFMNKPSDGRPKYLVVNADEGEPGTCKDREILRHDPHKLLEGCLVGGRAMGARAAYIYIRGEFYNEASNLQVAIREAYEAGLIGKNACGSGYDFDVFVVRGAGAYICGEETALIESIEGKQGKPRLKPPFPADVGVFGCPTTVANVETVAVSPTICRRGGTWFAGFGRERNSGTKLFNISGHVNHPCTVEEEMSVPLKELI.... Result: 0 (no interaction). (9) The miRNA is hsa-miR-5586-3p with sequence CAGAGUGACAAGCUGGUUAAAG. The protein sequence of the target gene is MCDRNGGRRLRQWLIEQIDSSMYPGLIWENDEKTMFRIPWKHAGKQDYNQEVDASIFKAWAVFKGKFKEGDKAEPATWKTRLRCALNKSPDFEEVTDRSQLDISEPYKVYRIVPEEEQKCKLGVAPAGCMSEVPEMECGRSEIEELIKEPSVDEYMGMTKRSPSPPEACRSQILPDWWVQQPSAGLPLVTGYAAYDTHHSAFSQMVISFYYGGKLVGQATTTCLEGCRLSLSQPGLPKLYGPDGLEPVCFPTADTIPSERQRQVTRKLFGHLERGVLLHSNRKGVFVKRLCQGRVFCSGN.... Result: 0 (no interaction).